Dataset: Peptide-MHC class II binding affinity with 134,281 pairs from IEDB. Task: Regression. Given a peptide amino acid sequence and an MHC pseudo amino acid sequence, predict their binding affinity value. This is MHC class II binding data. (1) The peptide sequence is EAMDTISVFLHSEEG. The MHC is HLA-DQA10102-DQB10501 with pseudo-sequence HLA-DQA10102-DQB10501. The binding affinity (normalized) is 0.683. (2) The peptide sequence is LLVLAGWLFHVRGAR. The MHC is DRB1_0901 with pseudo-sequence DRB1_0901. The binding affinity (normalized) is 0.